Dataset: Full USPTO retrosynthesis dataset with 1.9M reactions from patents (1976-2016). Task: Predict the reactants needed to synthesize the given product. (1) The reactants are: [Cl:1][C:2]1[CH:3]=[C:4]([CH:8]=[C:9]([Cl:26])[C:10]=1[N:11]([CH2:19][C:20]1[CH:25]=[CH:24][CH:23]=[CH:22][CH:21]=1)[CH2:12][C:13]1[CH:18]=[CH:17][CH:16]=[CH:15][CH:14]=1)[C:5](O)=[O:6].O1CCCC1.B.CO. Given the product [Cl:1][C:2]1[CH:3]=[C:4]([CH2:5][OH:6])[CH:8]=[C:9]([Cl:26])[C:10]=1[N:11]([CH2:12][C:13]1[CH:14]=[CH:15][CH:16]=[CH:17][CH:18]=1)[CH2:19][C:20]1[CH:25]=[CH:24][CH:23]=[CH:22][CH:21]=1, predict the reactants needed to synthesize it. (2) Given the product [O:45]=[C:41]1[CH2:40][CH2:39][C:38]2[C:43](=[CH:44][C:35]([O:34][CH:56]3[CH2:57][CH2:58][N:53]([C:51]([O:50][C:46]([CH3:49])([CH3:48])[CH3:47])=[O:52])[CH2:54][CH2:55]3)=[CH:36][CH:37]=2)[NH:42]1, predict the reactants needed to synthesize it. The reactants are: C1(P(C2C=CC=CC=2)C2C=CC=CC=2)C=CC=CC=1.N(C(OC(C)C)=O)=NC(OC(C)C)=O.[OH:34][C:35]1[CH:44]=[C:43]2[C:38]([CH2:39][CH2:40][C:41](=[O:45])[NH:42]2)=[CH:37][CH:36]=1.[C:46]([O:50][C:51]([N:53]1[CH2:58][CH2:57][CH:56](O)[CH2:55][CH2:54]1)=[O:52])([CH3:49])([CH3:48])[CH3:47].